This data is from Full USPTO retrosynthesis dataset with 1.9M reactions from patents (1976-2016). The task is: Predict the reactants needed to synthesize the given product. Given the product [NH2:1][C:2]1[C:11]([OH:12])=[C:10]2[C:5]([C:6](=[O:24])[C:7]([C:17]3[CH:18]=[CH:19][C:20]([Cl:23])=[CH:21][CH:22]=3)=[C:8]([CH:14]([CH3:15])[CH3:16])[O:9]2)=[CH:4][CH:3]=1, predict the reactants needed to synthesize it. The reactants are: [NH2:1][C:2]1[C:11]([O:12]C)=[C:10]2[C:5]([C:6](=[O:24])[C:7]([C:17]3[CH:22]=[CH:21][C:20]([Cl:23])=[CH:19][CH:18]=3)=[C:8]([CH:14]([CH3:16])[CH3:15])[O:9]2)=[CH:4][CH:3]=1.B(Br)(Br)Br.O.